This data is from Forward reaction prediction with 1.9M reactions from USPTO patents (1976-2016). The task is: Predict the product of the given reaction. (1) Given the reactants C[O:2][C:3]([C:5]1[C:6]([C:24]2[CH:29]=[CH:28][C:27]([C:30](O)=[O:31])=[CH:26][CH:25]=2)=[CH:7][CH:8]=[C:9]([C:11]2[S:12][CH:13]=[C:14]([C:16]3[CH:21]=[CH:20][C:19]([Cl:22])=[C:18]([Cl:23])[CH:17]=3)[N:15]=2)[CH:10]=1)=[O:4].[F:33][C:34]([F:44])([F:43])[C:35]1[CH:36]=[C:37]([CH:40]=[CH:41][CH:42]=1)[CH2:38][NH2:39], predict the reaction product. The product is: [Cl:23][C:18]1[CH:17]=[C:16]([C:14]2[N:15]=[C:11]([C:9]3[CH:10]=[C:5]([C:3]([OH:2])=[O:4])[C:6]([C:24]4[CH:29]=[CH:28][C:27]([C:30](=[O:31])[NH:39][CH2:38][C:37]5[CH:40]=[CH:41][CH:42]=[C:35]([C:34]([F:33])([F:43])[F:44])[CH:36]=5)=[CH:26][CH:25]=4)=[CH:7][CH:8]=3)[S:12][CH:13]=2)[CH:21]=[CH:20][C:19]=1[Cl:22]. (2) Given the reactants [N+](=[CH:3][Si](C)(C)C)=[N-].[Br:8][C:9]1[CH:10]=[C:11]([CH2:16][C:17]([OH:19])=[O:18])[CH:12]=[CH:13][C:14]=1[F:15], predict the reaction product. The product is: [Br:8][C:9]1[CH:10]=[C:11]([CH2:16][C:17]([O:19][CH3:3])=[O:18])[CH:12]=[CH:13][C:14]=1[F:15]. (3) Given the reactants [Br:1][CH2:2][C:3]1[CH:10]=[CH:9][C:6]([C:7]#[N:8])=[CH:5][C:4]=1[N+:11]([O-:13])=[O:12].Cl.CO.[C:17](OC(=O)C)(=[O:19])[CH3:18].[OH-].[Na+], predict the reaction product. The product is: [Br:1][CH2:2][C:3]1[CH:10]=[CH:9][C:6]([CH2:7][NH:8][C:17](=[O:19])[CH3:18])=[CH:5][C:4]=1[N+:11]([O-:13])=[O:12]. (4) Given the reactants C(=O)([O-])[O-].[K+].[K+].[CH2:7](Br)[CH:8]=[CH2:9].[OH:11][C:12]1[CH:17]=[CH:16][C:15]([C@H:18]2[C@H:23]([O:24][Si:25]([CH:32]([CH3:34])[CH3:33])([CH:29]([CH3:31])[CH3:30])[CH:26]([CH3:28])[CH3:27])[CH2:22][N:21]([C:35]([O:37][CH2:38][C:39]3[CH:44]=[CH:43][CH:42]=[CH:41][CH:40]=3)=[O:36])[CH2:20][C@@H:19]2[O:45][CH2:46][C:47]2[CH:48]=[CH:49][C:50]3[O:55][CH2:54][CH2:53][N:52]([CH2:56][CH2:57][CH2:58][O:59][CH3:60])[C:51]=3[CH:61]=2)=[CH:14][CH:13]=1.C(=O)(O)[O-].[Na+], predict the reaction product. The product is: [CH2:7]([O:11][C:12]1[CH:13]=[CH:14][C:15]([C@H:18]2[C@H:23]([O:24][Si:25]([CH:29]([CH3:31])[CH3:30])([CH:26]([CH3:28])[CH3:27])[CH:32]([CH3:34])[CH3:33])[CH2:22][N:21]([C:35]([O:37][CH2:38][C:39]3[CH:44]=[CH:43][CH:42]=[CH:41][CH:40]=3)=[O:36])[CH2:20][C@@H:19]2[O:45][CH2:46][C:47]2[CH:48]=[CH:49][C:50]3[O:55][CH2:54][CH2:53][N:52]([CH2:56][CH2:57][CH2:58][O:59][CH3:60])[C:51]=3[CH:61]=2)=[CH:16][CH:17]=1)[CH:8]=[CH2:9]. (5) Given the reactants [OH:1][CH:2]1[CH2:7][CH2:6][NH:5][CH2:4][CH2:3]1.Cl[C:9]1[C:18]2[C:13](=[CH:14][C:15]([O:21][CH3:22])=[C:16]([O:19][CH3:20])[CH:17]=2)[N:12]=[CH:11][N:10]=1, predict the reaction product. The product is: [CH3:20][O:19][C:16]1[CH:17]=[C:18]2[C:13](=[CH:14][C:15]=1[O:21][CH3:22])[N:12]=[CH:11][N:10]=[C:9]2[N:5]1[CH2:6][CH2:7][CH:2]([OH:1])[CH2:3][CH2:4]1. (6) Given the reactants [Si:1]([O:8][CH2:9][C@:10]1([CH3:38])[S:16][CH2:15][CH2:14][N:13]2[C:17]([C:20]3([C:23]4[CH:28]=[CH:27][C:26](B5OC(C)(C)C(C)(C)O5)=[CH:25][CH:24]=4)[CH2:22][CH2:21]3)=[N:18][N:19]=[C:12]2[CH2:11]1)([C:4]([CH3:7])([CH3:6])[CH3:5])([CH3:3])[CH3:2].Br[C:40]1[CH:45]=[N:44][C:43]([CH3:46])=[CH:42][N:41]=1.C(=O)([O-])[O-].[K+].[K+], predict the reaction product. The product is: [Si:1]([O:8][CH2:9][C@:10]1([CH3:38])[S:16][CH2:15][CH2:14][N:13]2[C:17]([C:20]3([C:23]4[CH:28]=[CH:27][C:26]([C:40]5[CH:45]=[N:44][C:43]([CH3:46])=[CH:42][N:41]=5)=[CH:25][CH:24]=4)[CH2:21][CH2:22]3)=[N:18][N:19]=[C:12]2[CH2:11]1)([C:4]([CH3:6])([CH3:5])[CH3:7])([CH3:3])[CH3:2]. (7) Given the reactants N[C:2]1[S:3][C:4]2[C:9]([NH:10][C@H:11]([CH:14]([CH3:16])[CH3:15])[CH2:12][OH:13])=[N:8][C:7]([S:17][CH2:18][C:19]3[CH:24]=[CH:23][CH:22]=[CH:21][CH:20]=3)=[N:6][C:5]=2[N:25]=1.N([O-])=O.[Na+].O.[ClH:31], predict the reaction product. The product is: [CH2:18]([S:17][C:7]1[N:8]=[C:9]([NH:10][C@H:11]([CH:14]([CH3:16])[CH3:15])[CH2:12][OH:13])[C:4]2[S:3][C:2]([Cl:31])=[N:25][C:5]=2[N:6]=1)[C:19]1[CH:24]=[CH:23][CH:22]=[CH:21][CH:20]=1. (8) Given the reactants [I:1]N1C(=O)CCC1=O.[Cl:9][C:10]1[CH:18]=[C:13]2[CH:14]=[CH:15][CH:16]=[CH:17][N:12]2[N:11]=1, predict the reaction product. The product is: [Cl:9][C:10]1[C:18]([I:1])=[C:13]2[CH:14]=[CH:15][CH:16]=[CH:17][N:12]2[N:11]=1.